This data is from Catalyst prediction with 721,799 reactions and 888 catalyst types from USPTO. The task is: Predict which catalyst facilitates the given reaction. (1) Reactant: C([O:4][CH2:5][C:6]([CH3:49])([CH3:48])[CH2:7][N:8]1[C:14]2[CH:15]=[CH:16][C:17]([Cl:19])=[CH:18][C:13]=2[C@@H:12]([C:20]2[CH:25]=[CH:24][CH:23]=[C:22]([O:26][CH3:27])[C:21]=2[O:28][CH3:29])[O:11][C@H:10]([CH2:30][C:31]([NH:33][C:34]2[CH:35]=[CH:36][C:37]3[O:41][C:40]([C:42]([O:44]C)=[O:43])=[CH:39][C:38]=3[CH:46]=2)=[O:32])[C:9]1=[O:47])(=O)C.[OH-].[Na+].C(O)C. Product: [Cl:19][C:17]1[CH:16]=[CH:15][C:14]2[N:8]([CH2:7][C:6]([CH3:49])([CH3:48])[CH2:5][OH:4])[C:9](=[O:47])[C@@H:10]([CH2:30][C:31]([NH:33][C:34]3[CH:35]=[CH:36][C:37]4[O:41][C:40]([C:42]([OH:44])=[O:43])=[CH:39][C:38]=4[CH:46]=3)=[O:32])[O:11][C@H:12]([C:20]3[CH:25]=[CH:24][CH:23]=[C:22]([O:26][CH3:27])[C:21]=3[O:28][CH3:29])[C:13]=2[CH:18]=1. The catalyst class is: 6. (2) Reactant: Cl.[CH2:2]([O:9][C:10]1[C:11]([C:24]([O:26][C:27]([CH3:30])([CH3:29])[CH3:28])=[O:25])=[N:12][C:13]([CH2:17][CH:18]2[CH2:23][CH2:22][NH:21][CH2:20][CH2:19]2)=[N:14][C:15]=1[CH3:16])[C:3]1[CH:8]=[CH:7][CH:6]=[CH:5][CH:4]=1.[Br:31][C:32]1[CH:33]=[CH:34][C:35](Cl)=[N:36][CH:37]=1.C(=O)([O-])[O-].[K+].[K+]. Product: [CH2:2]([O:9][C:10]1[C:11]([C:24]([O:26][C:27]([CH3:30])([CH3:29])[CH3:28])=[O:25])=[N:12][C:13]([CH2:17][CH:18]2[CH2:23][CH2:22][N:21]([C:35]3[CH:34]=[CH:33][C:32]([Br:31])=[CH:37][N:36]=3)[CH2:20][CH2:19]2)=[N:14][C:15]=1[CH3:16])[C:3]1[CH:4]=[CH:5][CH:6]=[CH:7][CH:8]=1. The catalyst class is: 9. (3) Reactant: [F:1][C:2]([F:25])([F:24])[CH:3]([CH2:7][N:8]1[CH2:13][CH2:12][CH2:11][CH:10]([C:14]2[CH:19]=[CH:18][CH:17]=[C:16]([C:20]([F:23])([F:22])[F:21])[CH:15]=2)[CH2:9]1)[CH2:4][C:5]#[N:6].Cl.[NH2:27][OH:28].CCN(C(C)C)C(C)C. Product: [F:25][C:2]([F:1])([F:24])[CH:3]([CH2:7][N:8]1[CH2:13][CH2:12][CH2:11][CH:10]([C:14]2[CH:19]=[CH:18][CH:17]=[C:16]([C:20]([F:21])([F:22])[F:23])[CH:15]=2)[CH2:9]1)[CH2:4]/[C:5](=[N:27]/[OH:28])/[NH2:6]. The catalyst class is: 14.